This data is from Forward reaction prediction with 1.9M reactions from USPTO patents (1976-2016). The task is: Predict the product of the given reaction. (1) Given the reactants [Br:1][C:2]1[CH:3]=[CH:4][C:5]([OH:11])=[C:6]([C:8](=[O:10])[CH3:9])[CH:7]=1.[N+:12]([C:15]1[CH:23]=[CH:22][C:18]([C:19](Cl)=[O:20])=[CH:17][CH:16]=1)([O-:14])=[O:13].Cl, predict the reaction product. The product is: [C:8]([C:6]1[CH:7]=[C:2]([Br:1])[CH:3]=[CH:4][C:5]=1[O:11][C:19](=[O:20])[C:18]1[CH:17]=[CH:16][C:15]([N+:12]([O-:14])=[O:13])=[CH:23][CH:22]=1)(=[O:10])[CH3:9]. (2) Given the reactants [Cl:1][C:2]([F:13])([F:12])[CH2:3][C@@H:4]1[CH2:8][N:7]([CH2:9]O)[C:6](=[O:11])[CH2:5]1.S(Cl)([Cl:16])=O, predict the reaction product. The product is: [Cl:1][C:2]([F:13])([F:12])[CH2:3][C@@H:4]1[CH2:8][N:7]([CH2:9][Cl:16])[C:6](=[O:11])[CH2:5]1. (3) Given the reactants [CH:1]1[CH:2]=[C:3]2[C:8]3=[C:9]([C:11]([O:13][C:14](=O)[C:7]3=[CH:6][CH:5]=[CH:4]2)=[O:12])[CH:10]=1.CC(C[AlH]CC(C)C)C.Cl, predict the reaction product. The product is: [OH:12][CH2:11][C:9]1[CH:10]=[CH:1][CH:2]=[C:3]2[C:8]=1[C:7]([CH2:14][OH:13])=[CH:6][CH:5]=[CH:4]2.